This data is from Catalyst prediction with 721,799 reactions and 888 catalyst types from USPTO. The task is: Predict which catalyst facilitates the given reaction. (1) Reactant: [CH3:1][O:2][C:3]1[CH:17]=[CH:16][C:6]([CH2:7][O:8][C:9]2[C:14](=[O:15])[CH:13]=[CH:12][NH:11][CH:10]=2)=[CH:5][CH:4]=1.F[C:19]1[CH:24]=[C:23]([I:25])[CH:22]=[CH:21][N:20]=1. Product: [I:25][C:23]1[CH:22]=[CH:21][N:20]=[C:19]([N:11]2[CH:12]=[CH:13][C:14](=[O:15])[C:9]([O:8][CH2:7][C:6]3[CH:5]=[CH:4][C:3]([O:2][CH3:1])=[CH:17][CH:16]=3)=[CH:10]2)[CH:24]=1. The catalyst class is: 197. (2) Reactant: C[C@@H:2](N)[C:3]1[CH:8]=[CH:7][CH:6]=[CH:5][CH:4]=1.[C@H:10]1([C:16]([OH:18])=[O:17])[CH2:15][CH2:14][CH:13]=[CH:12][CH2:11]1.Cl.C(N(CC)CC)C.C(Br)C1C=CC=CC=1. Product: [CH2:2]([O:17][C:16]([C@H:10]1[CH2:15][CH2:14][CH:13]=[CH:12][CH2:11]1)=[O:18])[C:3]1[CH:8]=[CH:7][CH:6]=[CH:5][CH:4]=1. The catalyst class is: 69. (3) Reactant: [OH-].[Na+].[CH3:3][C:4]1[CH:9]=[C:8]([O:10][CH2:11][CH2:12][S:13]([CH3:15])=[O:14])[CH:7]=[C:6]([CH3:16])[C:5]=1[C:17]1[CH:25]=[CH:24][C:23]([F:26])=[C:22]2[C:18]=1[CH2:19][CH2:20][C@H:21]2[O:27][C:28]1[CH:41]=[CH:40][C:31]2[C@H:32]([CH2:35][C:36]([O:38]C)=[O:37])[CH2:33][O:34][C:30]=2[CH:29]=1.Cl. Product: [CH3:16][C:6]1[CH:7]=[C:8]([O:10][CH2:11][CH2:12][S:13]([CH3:15])=[O:14])[CH:9]=[C:4]([CH3:3])[C:5]=1[C:17]1[CH:25]=[CH:24][C:23]([F:26])=[C:22]2[C:18]=1[CH2:19][CH2:20][C@H:21]2[O:27][C:28]1[CH:41]=[CH:40][C:31]2[C@H:32]([CH2:35][C:36]([OH:38])=[O:37])[CH2:33][O:34][C:30]=2[CH:29]=1. The catalyst class is: 5. (4) Reactant: [F:1][C:2]1[C:11]([O:12][CH3:13])=[CH:10][CH:9]=[C:8]([F:14])[C:3]=1[C:4]([NH:6][OH:7])=[NH:5].C(N(CC)CC)C.Cl[C:23](OC1C=CC=CC=1)=[O:24].O. Product: [F:1][C:2]1[C:11]([O:12][CH3:13])=[CH:10][CH:9]=[C:8]([F:14])[C:3]=1[C:4]1[NH:5][C:23](=[O:24])[O:7][N:6]=1. The catalyst class is: 390. (5) Reactant: [Si:1]([O:8][CH2:9][CH2:10][CH:11]=[CH2:12])([C:4]([CH3:7])([CH3:6])[CH3:5])([CH3:3])[CH3:2].C(O)/C=C\[CH2:16][OH:17]. Product: [O:8]([CH2:9][CH2:10][CH:11]=[CH:12][CH2:16][OH:17])[Si:1]([C:4]([CH3:5])([CH3:6])[CH3:7])([CH3:2])[CH3:3]. The catalyst class is: 7. (6) Reactant: [C:1]1([C:23]2[CH:28]=[CH:27][CH:26]=[CH:25][CH:24]=2)[CH:6]=[CH:5][C:4]([NH:7][C:8]2[CH:20]=[CH:19][C:18]3[C:17]4[C:12](=[CH:13][CH:14]=[CH:15][CH:16]=4)[C:11]([CH3:22])([CH3:21])[C:10]=3[CH:9]=2)=[CH:3][CH:2]=1.Br[C:30]1[C:43]2[C:34](=[CH:35][CH:36]=[C:37]3[C:42]=2[N:41]=[CH:40][CH:39]=[CH:38]3)[CH:33]=[CH:32][CH:31]=1.C(P(C(C)(C)C)C(C)(C)C)(C)(C)C.CC(C)([O-])C.[Na+]. Product: [N:41]1[C:42]2[C:37](=[CH:36][CH:35]=[C:34]3[CH:33]=[CH:32][CH:31]=[C:30]([N:7]([C:4]4[CH:5]=[CH:6][C:1]([C:23]5[CH:24]=[CH:25][CH:26]=[CH:27][CH:28]=5)=[CH:2][CH:3]=4)[C:8]4[CH:20]=[CH:19][C:18]5[C:17]6[C:12](=[CH:13][CH:14]=[CH:15][CH:16]=6)[C:11]([CH3:22])([CH3:21])[C:10]=5[CH:9]=4)[C:43]3=2)[CH:38]=[CH:39][CH:40]=1. The catalyst class is: 164.